This data is from Forward reaction prediction with 1.9M reactions from USPTO patents (1976-2016). The task is: Predict the product of the given reaction. Given the reactants [C:1]([O:5][C:6]([N:8]1[CH2:13][CH2:12][CH:11]([CH2:14][N:15]2[CH2:20][CH2:19][N:18]([S:21]([CH:24]=[CH2:25])(=[O:23])=[O:22])[CH2:17][C:16]2=[O:26])[CH2:10][CH2:9]1)=[O:7])([CH3:4])([CH3:3])[CH3:2].[Cl:27][C:28]1[CH:29]=[C:30]([OH:36])[C:31](=[CH:34][CH:35]=1)[CH:32]=O.CC(C)([O-])C.[K+], predict the reaction product. The product is: [C:1]([O:5][C:6]([N:8]1[CH2:13][CH2:12][CH:11]([CH2:14][N:15]2[CH2:20][CH2:19][N:18]([S:21]([C:24]3[CH2:25][O:36][C:30]4[CH:29]=[C:28]([Cl:27])[CH:35]=[CH:34][C:31]=4[CH:32]=3)(=[O:22])=[O:23])[CH2:17][C:16]2=[O:26])[CH2:10][CH2:9]1)=[O:7])([CH3:3])([CH3:4])[CH3:2].